Dataset: NCI-60 drug combinations with 297,098 pairs across 59 cell lines. Task: Regression. Given two drug SMILES strings and cell line genomic features, predict the synergy score measuring deviation from expected non-interaction effect. Drug 1: C1=CC(=CC=C1C#N)C(C2=CC=C(C=C2)C#N)N3C=NC=N3. Drug 2: C(CCl)NC(=O)N(CCCl)N=O. Cell line: HL-60(TB). Synergy scores: CSS=8.30, Synergy_ZIP=-5.06, Synergy_Bliss=-1.91, Synergy_Loewe=0.904, Synergy_HSA=1.20.